From a dataset of Catalyst prediction with 721,799 reactions and 888 catalyst types from USPTO. Predict which catalyst facilitates the given reaction. (1) Reactant: [C:9](O[C:9]([O:11][C:12]([CH3:15])([CH3:14])[CH3:13])=[O:10])([O:11][C:12]([CH3:15])([CH3:14])[CH3:13])=[O:10].[NH2:16][CH2:17][C:18]1([C:33]([O:35][CH2:36][CH3:37])=[O:34])[CH2:23][CH2:22][N:21]([C:24]2[C:25]3[CH:32]=[CH:31][NH:30][C:26]=3[N:27]=[CH:28][N:29]=2)[CH2:20][CH2:19]1.C(N(CC)CC)C. Product: [C:12]([O:11][C:9]([NH:16][CH2:17][C:18]1([C:33]([O:35][CH2:36][CH3:37])=[O:34])[CH2:23][CH2:22][N:21]([C:24]2[C:25]3[CH:32]=[CH:31][NH:30][C:26]=3[N:27]=[CH:28][N:29]=2)[CH2:20][CH2:19]1)=[O:10])([CH3:13])([CH3:14])[CH3:15]. The catalyst class is: 2. (2) Reactant: [NH2:1][C:2]1[C:10]([CH3:11])=[C:9]([F:12])[CH:8]=[CH:7][C:3]=1[C:4](O)=[O:5].C[N:14]1[C:18](=[O:19])CCC1.NC(N)=O. Product: [F:12][C:9]1[C:10]([CH3:11])=[C:2]2[C:3]([C:4](=[O:5])[NH:14][C:18](=[O:19])[NH:1]2)=[CH:7][CH:8]=1. The catalyst class is: 6. (3) Reactant: [CH:1]1([C:5]2[C:10]([OH:11])=[C:9]([F:12])[C:8]([C:13]3[CH:22]=[N:21][C:20]4[NH:19][CH2:18][CH2:17][O:16][C:15]=4[CH:14]=3)=[CH:7][CH:6]=2)[CH2:4][CH2:3][CH2:2]1.Br[CH2:24][C:25]1[CH:30]=[CH:29][C:28]([CH2:31][C:32]([OH:34])=[O:33])=[CH:27][CH:26]=1.CC(C)([O-])C.[K+]. Product: [CH:1]1([C:5]2[C:10]([O:11][CH2:24][C:25]3[CH:26]=[CH:27][C:28]([CH2:31][C:32]([OH:34])=[O:33])=[CH:29][CH:30]=3)=[C:9]([F:12])[C:8]([C:13]3[CH:22]=[N:21][C:20]4[NH:19][CH2:18][CH2:17][O:16][C:15]=4[CH:14]=3)=[CH:7][CH:6]=2)[CH2:2][CH2:3][CH2:4]1. The catalyst class is: 16. (4) Reactant: [SnH](CCCC)(CCCC)[CH2:2][CH2:3][CH2:4]C.[CH3:22][C:21](N=N[C:21]([C:24]#[N:25])([CH3:23])[CH3:22])([C:24]#[N:25])[CH3:23].C(Cl)Cl.N1[C:37]2[C:32](=[CH:33][CH:34]=[CH:35][CH:36]=2)[CH2:31][CH2:30]1.[CH:38]1[CH:43]=[CH:42][CH:41]=[CH:40][CH:39]=1. Product: [C:38]1([C:21]2([CH:22]=[CH:4][CH:3]=[CH:2][CH2:23]2)[CH2:24][N:25]2[C:37]3[C:32](=[CH:33][CH:34]=[CH:35][CH:36]=3)[CH2:31][CH2:30]2)[CH:43]=[CH:42][CH:41]=[CH:40][CH:39]=1. The catalyst class is: 25.